This data is from Forward reaction prediction with 1.9M reactions from USPTO patents (1976-2016). The task is: Predict the product of the given reaction. (1) Given the reactants [CH3:1][N:2]1[CH:6]=[CH:5][CH:4]=[C:3]1[C:7]1[C:8](=[N:13][NH:14][C:15]2[CH:16]=[C:17]3[C:22](=[CH:23][CH:24]=2)N=CC=C3)[C:9]([NH2:12])=[N:10][N:11]=1.NC1C=C2C(=CC=1)N=CC=C2, predict the reaction product. The product is: [CH3:1][N:2]1[CH:6]=[CH:5][CH:4]=[C:3]1[C:7]1[C:8](=[N:13][NH:14][C:15]2[CH:16]=[CH:17][CH:22]=[CH:23][CH:24]=2)[C:9]([NH2:12])=[N:10][N:11]=1. (2) Given the reactants [C:1]([O:5][C:6](=[O:20])[C:7]([CH3:19])([O:9][C:10]1[CH:18]=[CH:17][C:13]([C:14]([OH:16])=[O:15])=[CH:12][CH:11]=1)[CH3:8])([CH3:4])([CH3:3])[CH3:2].[CH3:21][O:22][C:23]1[CH:36]=[CH:35][C:26]([CH2:27][N:28]2[CH:32]=[C:31]([CH2:33]O)[N:30]=[N:29]2)=[CH:25][CH:24]=1.C1(N=C=NC2CCCCC2)CCCCC1, predict the reaction product. The product is: [C:1]([O:5][C:6](=[O:20])[C:7]([CH3:8])([O:9][C:10]1[CH:11]=[CH:12][C:13]([C:14]([O:16][CH2:33][C:31]2[N:30]=[N:29][N:28]([CH2:27][C:26]3[CH:35]=[CH:36][C:23]([O:22][CH3:21])=[CH:24][CH:25]=3)[CH:32]=2)=[O:15])=[CH:17][CH:18]=1)[CH3:19])([CH3:2])([CH3:3])[CH3:4]. (3) The product is: [C:14]([NH:17][C:18]1[CH:26]=[CH:25][C:21]([C:22]([NH:13][C:8]2[CH:7]=[C:6]([C:2]3[S:1][CH:5]=[CH:4][N:3]=3)[CH:11]=[CH:10][C:9]=2[NH2:12])=[O:23])=[CH:20][CH:19]=1)(=[O:16])[CH3:15]. Given the reactants [S:1]1[CH:5]=[CH:4][N:3]=[C:2]1[C:6]1[CH:7]=[C:8]([NH2:13])[C:9]([NH2:12])=[CH:10][CH:11]=1.[C:14]([NH:17][C:18]1[CH:26]=[CH:25][C:21]([C:22](Cl)=[O:23])=[CH:20][CH:19]=1)(=[O:16])[CH3:15].CCOC(C)=O, predict the reaction product. (4) Given the reactants [Cl:1][C:2]1[CH:3]=[C:4]([N:23]([C@H:26]2[CH2:31][CH2:30][C@H:29]([N:32]([CH3:34])[CH3:33])[CH2:28][CH2:27]2)[CH2:24][CH3:25])[C:5]([CH3:22])=[C:6]([CH:21]=1)[C:7]([NH:9][CH2:10][C:11]1[C:12]([CH2:19][CH3:20])=[N:13][N:14]([CH3:18])[C:15]=1[O:16]C)=[O:8], predict the reaction product. The product is: [Cl:1][C:2]1[CH:3]=[C:4]([N:23]([C@H:26]2[CH2:31][CH2:30][C@H:29]([N:32]([CH3:34])[CH3:33])[CH2:28][CH2:27]2)[CH2:24][CH3:25])[C:5]([CH3:22])=[C:6]([CH:21]=1)[C:7]([NH:9][CH2:10][C:11]1[C:15](=[O:16])[N:14]([CH3:18])[NH:13][C:12]=1[CH2:19][CH3:20])=[O:8]. (5) Given the reactants [Br:1][C:2]1[CH:3]=[C:4]2[C:8](=[CH:9][CH:10]=1)[NH:7][C:6](=[O:11])[CH2:5]2.[O:12]=[C:13]1[C:18]2=[CH:19][NH:20][C:21]([CH:22]=O)=[C:17]2[CH2:16][CH2:15][O:14]1, predict the reaction product. The product is: [Br:1][C:2]1[CH:3]=[C:4]2[C:8](=[CH:9][CH:10]=1)[NH:7][C:6](=[O:11])[C:5]2=[CH:22][C:21]1[NH:20][CH:19]=[C:18]2[C:13](=[O:12])[O:14][CH2:15][CH2:16][C:17]=12.